Dataset: Forward reaction prediction with 1.9M reactions from USPTO patents (1976-2016). Task: Predict the product of the given reaction. (1) Given the reactants [C:1]([O:5][C:6]([N:8]1[CH2:13][CH2:12][CH:11]([O:14][C:15]2[CH:20]=[CH:19][C:18]([N+:21]([O-])=O)=[CH:17][C:16]=2[C:24]([O:26][CH2:27][CH3:28])=[O:25])[CH2:10][CH2:9]1)=[O:7])([CH3:4])([CH3:3])[CH3:2], predict the reaction product. The product is: [C:1]([O:5][C:6]([N:8]1[CH2:13][CH2:12][CH:11]([O:14][C:15]2[CH:20]=[CH:19][C:18]([NH2:21])=[CH:17][C:16]=2[C:24]([O:26][CH2:27][CH3:28])=[O:25])[CH2:10][CH2:9]1)=[O:7])([CH3:4])([CH3:3])[CH3:2]. (2) Given the reactants [F:1][C:2]1[CH:7]=[C:6]([F:8])[CH:5]=[CH:4][C:3]=1[CH2:9][NH:10][C:11]([C:13]1[C:14](=[O:38])[C:15]([O:30]CC2C=CC=CC=2)=[C:16]2[C:21](=[O:22])[N:20]3[CH2:23][C@@H:24]4[CH2:28][CH2:27][CH2:26][N:25]4[C@H:19]3[CH2:18][N:17]2[CH:29]=1)=[O:12], predict the reaction product. The product is: [F:1][C:2]1[CH:7]=[C:6]([F:8])[CH:5]=[CH:4][C:3]=1[CH2:9][NH:10][C:11]([C:13]1[C:14](=[O:38])[C:15]([OH:30])=[C:16]2[C:21](=[O:22])[N:20]3[CH2:23][C@@H:24]4[CH2:28][CH2:27][CH2:26][N:25]4[C@H:19]3[CH2:18][N:17]2[CH:29]=1)=[O:12]. (3) The product is: [CH3:26][C:25]1[O:24][C:23]([C:27]2[CH:28]=[CH:29][CH:30]=[CH:31][CH:32]=2)=[N:22][C:21]=1[CH2:20][O:19][C:15]1[CH:14]=[C:13]([CH2:12][C:11]([N:7]2[CH2:8][CH2:9][CH2:10][C@@H:6]2[C:4]([OH:5])=[O:3])=[O:33])[CH:18]=[CH:17][CH:16]=1. Given the reactants C([O:3][C:4]([C@H:6]1[CH2:10][CH2:9][CH2:8][N:7]1[C:11](=[O:33])[CH2:12][C:13]1[CH:18]=[CH:17][CH:16]=[C:15]([O:19][CH2:20][C:21]2[N:22]=[C:23]([C:27]3[CH:32]=[CH:31][CH:30]=[CH:29][CH:28]=3)[O:24][C:25]=2[CH3:26])[CH:14]=1)=[O:5])C.[OH-].[Na+], predict the reaction product. (4) Given the reactants Cl.Cl[C:3]1[CH:12]=[CH:11][C:10]2[C:5](=[C:6]([C:13]3[NH:22][C:16]4[N:17]=[CH:18][NH:19][C:20](=[O:21])[C:15]=4[CH:14]=3)[CH:7]=[CH:8][CH:9]=2)[N:4]=1.[NH2:23][C:24]1[CH:29]=[CH:28][CH:27]=[CH:26][CH:25]=1.[Li+].C[Si]([N-][Si](C)(C)C)(C)C, predict the reaction product. The product is: [C:24]1([NH:23][C:3]2[CH:12]=[CH:11][C:10]3[C:5](=[C:6]([C:13]4[NH:22][C:16]5[N:17]=[CH:18][NH:19][C:20](=[O:21])[C:15]=5[CH:14]=4)[CH:7]=[CH:8][CH:9]=3)[N:4]=2)[CH:29]=[CH:28][CH:27]=[CH:26][CH:25]=1. (5) Given the reactants [CH3:1][O:2][C:3]1[C:4]([O:21]COC)=[C:5]([C:11]2[CH:19]=[CH:18][CH:17]=[C:16]3[C:12]=2[CH2:13][CH2:14][C:15]3=[O:20])[CH:6]=[CH:7][C:8]=1[O:9][CH3:10].Cl, predict the reaction product. The product is: [OH:21][C:4]1[C:3]([O:2][CH3:1])=[C:8]([O:9][CH3:10])[CH:7]=[CH:6][C:5]=1[C:11]1[CH:19]=[CH:18][CH:17]=[C:16]2[C:12]=1[CH2:13][CH2:14][C:15]2=[O:20]. (6) Given the reactants [Cl:1][C:2]1[CH:7]=[CH:6][C:5]([C:8]2[C:12]3[CH:13]=[CH:14][C:15]([OH:17])=[CH:16][C:11]=3[S:10][N:9]=2)=[CH:4][CH:3]=1.[Br:18][CH2:19][CH2:20][CH2:21][CH2:22]Br, predict the reaction product. The product is: [Br:18][CH2:19][CH2:20][CH2:21][CH2:22][O:17][C:15]1[CH:14]=[CH:13][C:12]2[C:8]([C:5]3[CH:4]=[CH:3][C:2]([Cl:1])=[CH:7][CH:6]=3)=[N:9][S:10][C:11]=2[CH:16]=1. (7) Given the reactants Br[C:2]1[C:3]([F:23])=[CH:4][C:5]2[O:11][CH2:10][CH2:9][N:8]3[C:12]([C:18]([NH:20][CH3:21])=[O:19])=[C:13]([C:15]([NH2:17])=[O:16])[N:14]=[C:7]3[C:6]=2[CH:22]=1.[C:24]([C:26]1([OH:30])[CH2:29][CH2:28][CH2:27]1)#[CH:25], predict the reaction product. The product is: [F:23][C:3]1[C:2]([C:25]#[C:24][C:26]2([OH:30])[CH2:29][CH2:28][CH2:27]2)=[CH:22][C:6]2[C:7]3[N:8]([C:12]([C:18]([NH:20][CH3:21])=[O:19])=[C:13]([C:15]([NH2:17])=[O:16])[N:14]=3)[CH2:9][CH2:10][O:11][C:5]=2[CH:4]=1. (8) Given the reactants Cl[C:2]1[CH:7]=[C:6]([O:8][CH2:9][C:10]#[C:11][CH3:12])[N:5]=[CH:4][N:3]=1.C(=O)([O-])[O-].Cl.[CH3:18][C@H:19]1[CH2:24][C@@H:23]([CH3:25])[CH2:22][NH:21][CH2:20]1.[Cl-].[NH4+], predict the reaction product. The product is: [CH2:9]([O:8][C:6]1[CH:7]=[C:2]([N:21]2[CH2:22][C@H:23]([CH3:25])[CH2:24][C@H:19]([CH3:18])[CH2:20]2)[N:3]=[CH:4][N:5]=1)[C:10]#[C:11][CH3:12].